The task is: Predict the reaction yield, written as a fraction of the theoretical maximum amount of product (1.0 means a 100% yield; for example, 0.34 means a 34% yield).. This data is from Reaction yield outcomes from USPTO patents with 853,638 reactions. (1) The reactants are Cl[S:2]([N:5]=[C:6]=[O:7])(=[O:4])=[O:3].[CH2:8]([OH:15])[C:9]1[CH:14]=[CH:13][CH:12]=[CH:11][CH:10]=1.[NH2:16][C:17]1[CH:45]=[CH:44][C:20]2[NH:21][C:22]([C:27]3[C:28](=[O:43])[N:29]([CH2:38][CH2:39][CH:40]([CH3:42])[CH3:41])[C:30]4[C:35]([C:36]=3[OH:37])=[CH:34][CH:33]=[CH:32][N:31]=4)=[N:23][S:24](=[O:26])(=[O:25])[C:19]=2[CH:18]=1.C(N(CC)CC)C.Cl. The catalyst is ClCCl. The product is [OH:37][C:36]1[C:35]2[C:30](=[N:31][CH:32]=[CH:33][CH:34]=2)[N:29]([CH2:38][CH2:39][CH:40]([CH3:41])[CH3:42])[C:28](=[O:43])[C:27]=1[C:22]1[NH:21][C:20]2[CH:44]=[CH:45][C:17]([NH:16][S:2](=[O:4])(=[O:3])[NH:5][C:6]([O:15][CH2:8][C:9]3[CH:14]=[CH:13][CH:12]=[CH:11][CH:10]=3)=[O:7])=[CH:18][C:19]=2[S:24](=[O:25])(=[O:26])[N:23]=1. The yield is 0.810. (2) The catalyst is S(=O)(=O)(O)O. The reactants are [NH:1]1[C:9]2[C:4](=[CH:5][CH:6]=[CH:7][CH:8]=2)[CH2:3][C:2]1=[O:10].[N+:11]([O-])([OH:13])=[O:12]. The product is [N+:11]([C:6]1[CH:5]=[C:4]2[C:9](=[CH:8][CH:7]=1)[NH:1][C:2](=[O:10])[CH2:3]2)([O-:13])=[O:12]. The yield is 0.980. (3) The reactants are [NH2:1][C:2]1[C:11]2[C:6](=[C:7](Br)[CH:8]=[CH:9][CH:10]=2)[N:5]=[N:4][C:3]=1[C:13]([NH:15][CH2:16][CH2:17][CH3:18])=[O:14].[N:19]1[C:28]2[C:23](=[CH:24][CH:25]=[CH:26][CH:27]=2)[CH:22]=[C:21](B(O)O)[CH:20]=1. No catalyst specified. The product is [NH2:1][C:2]1[C:11]2[C:6](=[C:7]([C:21]3[CH:20]=[N:19][C:28]4[C:23]([CH:22]=3)=[CH:24][CH:25]=[CH:26][CH:27]=4)[CH:8]=[CH:9][CH:10]=2)[N:5]=[N:4][C:3]=1[C:13]([NH:15][CH2:16][CH2:17][CH3:18])=[O:14]. The yield is 0.805. (4) The reactants are [CH:1]1([C:4]2[NH:24][C:7]3[N:8]=[N:9][C:10]([CH2:12][CH2:13][CH2:14][CH2:15][N:16]4[CH:20]=[C:19]([C:21]([OH:23])=[O:22])[N:18]=[N:17]4)=[CH:11][C:6]=3[C:5]=2I)[CH2:3][CH2:2]1.[Cl-].[Cl:27][C:28]1[N:33]=[CH:32][C:31]([CH2:34][Zn+])=[CH:30][CH:29]=1.O1C=CC=C1P(C1OC=CC=1)C1OC=CC=1. The catalyst is C1C=CC(/C=C/C(/C=C/C2C=CC=CC=2)=O)=CC=1.C1C=CC(/C=C/C(/C=C/C2C=CC=CC=2)=O)=CC=1.C1C=CC(/C=C/C(/C=C/C2C=CC=CC=2)=O)=CC=1.[Pd].[Pd]. The product is [Cl:27][C:28]1[N:33]=[CH:32][C:31]([CH2:34][C:5]2[C:6]3[CH:11]=[C:10]([CH2:12][CH2:13][CH2:14][CH2:15][N:16]4[CH:20]=[C:19]([C:21]([OH:23])=[O:22])[N:18]=[N:17]4)[N:9]=[N:8][C:7]=3[NH:24][C:4]=2[CH:1]2[CH2:3][CH2:2]2)=[CH:30][CH:29]=1. The yield is 0.229. (5) The reactants are Br[C:2]1[C:3]([CH3:26])=[C:4]([CH2:16][N:17]([CH3:25])[C:18](=[O:24])[O:19][C:20]([CH3:23])([CH3:22])[CH3:21])[S:5][C:6]=1[S:7]([C:10]1[CH:15]=[CH:14][CH:13]=[CH:12][CH:11]=1)(=[O:9])=[O:8].[CH3:27][C:28]1[CH:33]=[CH:32][CH:31]=[CH:30][C:29]=1B(O)O.C(=O)([O-])[O-].[Na+].[Na+].COCCOC. The catalyst is C1C=CC([P]([Pd]([P](C2C=CC=CC=2)(C2C=CC=CC=2)C2C=CC=CC=2)([P](C2C=CC=CC=2)(C2C=CC=CC=2)C2C=CC=CC=2)[P](C2C=CC=CC=2)(C2C=CC=CC=2)C2C=CC=CC=2)(C2C=CC=CC=2)C2C=CC=CC=2)=CC=1.O. The product is [CH3:25][N:17]([CH2:16][C:4]1[S:5][C:6]([S:7]([C:10]2[CH:15]=[CH:14][CH:13]=[CH:12][CH:11]=2)(=[O:9])=[O:8])=[C:2]([C:29]2[CH:30]=[CH:31][CH:32]=[CH:33][C:28]=2[CH3:27])[C:3]=1[CH3:26])[C:18](=[O:24])[O:19][C:20]([CH3:23])([CH3:22])[CH3:21]. The yield is 0.980. (6) The reactants are [F:1][C:2]1[C:7]([N+:8]([O-])=O)=[CH:6][C:5]([CH2:11][C:12]([O:14][CH2:15][CH3:16])=[O:13])=[C:4]([CH3:17])[CH:3]=1. The yield is 0.900. The catalyst is CCO.[Pd]. The product is [NH2:8][C:7]1[C:2]([F:1])=[CH:3][C:4]([CH3:17])=[C:5]([CH2:11][C:12]([O:14][CH2:15][CH3:16])=[O:13])[CH:6]=1. (7) The reactants are C([O:3][C:4]([C:6]1[CH:7]=[CH:8][C:9]2[N:10]([C:12]([CH2:15][C:16]3[CH:17]=[C:18]4[C:23](=[CH:24][CH:25]=3)[N:22]=[CH:21][CH:20]=[CH:19]4)=[N:13][N:14]=2)[N:11]=1)=[CH2:5])C.Cl.C([O-])(O)=O.[Na+]. The catalyst is CO. The product is [N:22]1[C:23]2[C:18](=[CH:17][C:16]([CH2:15][C:12]3[N:10]4[N:11]=[C:6]([C:4](=[O:3])[CH3:5])[CH:7]=[CH:8][C:9]4=[N:14][N:13]=3)=[CH:25][CH:24]=2)[CH:19]=[CH:20][CH:21]=1. The yield is 0.513.